Task: Predict the reaction yield, written as a fraction of the theoretical maximum amount of product (1.0 means a 100% yield; for example, 0.34 means a 34% yield).. Dataset: Reaction yield outcomes from USPTO patents with 853,638 reactions The reactants are [ClH:1].[OH:2][C@H:3]1[CH2:7][NH:6][C@H:5]([C:8]([NH:10][CH2:11][C:12]2[CH:17]=[CH:16][C:15]([C:18]3[S:22][CH:21]=[N:20][C:19]=3[CH3:23])=[CH:14][CH:13]=2)=[O:9])[CH2:4]1.C(OC([N:31]1[CH2:36][CH2:35][O:34][CH2:33][C@H:32]1[C:37](O)=[O:38])=O)(C)(C)C.CCN(C(C)C)C(C)C.CN(C(ON1N=NC2C=CC=NC1=2)=[N+](C)C)C.F[P-](F)(F)(F)(F)F.Cl.O1CCOCC1. The catalyst is CN(C=O)C. The product is [ClH:1].[OH:2][C@H:3]1[CH2:7][N:6]([C:37]([C@@H:32]2[CH2:33][O:34][CH2:35][CH2:36][NH:31]2)=[O:38])[C@H:5]([C:8]([NH:10][CH2:11][C:12]2[CH:13]=[CH:14][C:15]([C:18]3[S:22][CH:21]=[N:20][C:19]=3[CH3:23])=[CH:16][CH:17]=2)=[O:9])[CH2:4]1. The yield is 0.830.